From a dataset of Peptide-MHC class I binding affinity with 185,985 pairs from IEDB/IMGT. Regression. Given a peptide amino acid sequence and an MHC pseudo amino acid sequence, predict their binding affinity value. This is MHC class I binding data. (1) The peptide sequence is IGKMNKHYK. The MHC is HLA-B51:01 with pseudo-sequence HLA-B51:01. The binding affinity (normalized) is 0.0847. (2) The peptide sequence is KTEAILQLG. The MHC is H-2-Kb with pseudo-sequence H-2-Kb. The binding affinity (normalized) is 0.106. (3) The peptide sequence is NIMEFCKAY. The MHC is HLA-A26:02 with pseudo-sequence HLA-A26:02. The binding affinity (normalized) is 0.291.